This data is from Forward reaction prediction with 1.9M reactions from USPTO patents (1976-2016). The task is: Predict the product of the given reaction. (1) The product is: [Cl:1][C:2]1[C:7]([I:15])=[C:6]([NH2:8])[CH:5]=[CH:4][N:3]=1. Given the reactants [Cl:1][C:2]1[CH:7]=[C:6]([NH2:8])[CH:5]=[CH:4][N:3]=1.C(=O)([O-])[O-].[Na+].[Na+].[I-:15].[K+].II.[OH-].[Na+].S([O-])([O-])(=O)=S.[Na+].[Na+], predict the reaction product. (2) Given the reactants [C:1]1([CH2:7][CH2:8][CH2:9][C:10]([OH:12])=[O:11])[CH:6]=[CH:5][CH:4]=[CH:3][CH:2]=1.C(=O)([O-])[O-].[Na+:17].[Na+], predict the reaction product. The product is: [C:1]1([CH2:7][CH2:8][CH2:9][C:10]([O-:12])=[O:11])[CH:6]=[CH:5][CH:4]=[CH:3][CH:2]=1.[Na+:17]. (3) Given the reactants O.Cl[C:3]1[C:12]([CH:13]=[O:14])=[C:11]([CH2:15][N:16]2[CH2:21][CH2:20][N:19]([CH3:22])[CH2:18][CH2:17]2)[C:10]2[CH:9]=[C:8]3[O:23][CH2:24][CH2:25][O:26][C:7]3=[CH:6][C:5]=2[N:4]=1.[I-:27].[Na+].Cl, predict the reaction product. The product is: [I:27][C:3]1[C:12]([CH:13]=[O:14])=[C:11]([CH2:15][N:16]2[CH2:21][CH2:20][N:19]([CH3:22])[CH2:18][CH2:17]2)[C:10]2[CH:9]=[C:8]3[O:23][CH2:24][CH2:25][O:26][C:7]3=[CH:6][C:5]=2[N:4]=1. (4) Given the reactants [CH3:1][C:2]1[C:11]2[C:6](=[N:7][CH:8]=[CH:9][CH:10]=2)[NH:5][C:4](=O)[CH:3]=1.O=P(Cl)(Cl)[Cl:15], predict the reaction product. The product is: [Cl:15][C:4]1[CH:3]=[C:2]([CH3:1])[C:11]2[C:6](=[N:7][CH:8]=[CH:9][CH:10]=2)[N:5]=1. (5) Given the reactants [Li+].[OH-].C[O:4][C:5](=[O:7])[CH3:6].[CH3:8][C:9]([CH3:37])([CH3:36])[C:10](=[O:35])[CH2:11][CH2:12][C:13]1[CH:18]=[CH:17][C:16]([C:19]([C:24]2[S:28][C:27]([S:29]([NH2:32])(=[O:31])=[O:30])=[C:26]([CH3:33])[CH:25]=2)([CH2:22][CH3:23])[CH2:20][CH3:21])=[CH:15][C:14]=1[CH3:34], predict the reaction product. The product is: [C:5]([OH:7])(=[O:4])[CH3:6].[CH3:37][C:9]([CH3:8])([CH3:36])[C:10](=[O:35])[CH2:11][CH2:12][C:13]1[CH:18]=[CH:17][C:16]([C:19]([C:24]2[S:28][C:27]([S:29]([NH2:32])(=[O:31])=[O:30])=[C:26]([CH3:33])[CH:25]=2)([CH2:22][CH3:23])[CH2:20][CH3:21])=[CH:15][C:14]=1[CH3:34]. (6) Given the reactants [Si]([O:8][CH2:9][CH2:10][C:11]1[N:15]([CH3:16])[N:14]=[C:13]([C:17]2[CH:22]=[CH:21][C:20]([O:23]C)=[CH:19][CH:18]=2)[C:12]=1[C:25]1[C:26]([CH3:31])=[N:27][O:28][C:29]=1[CH3:30])(C(C)(C)C)(C)C.B(F)(F)F, predict the reaction product. The product is: [CH3:31][C:26]1[C:25]([C:12]2[C:13]([C:17]3[CH:18]=[CH:19][C:20]([OH:23])=[CH:21][CH:22]=3)=[N:14][N:15]([CH3:16])[C:11]=2[CH2:10][CH2:9][OH:8])=[C:29]([CH3:30])[O:28][N:27]=1. (7) Given the reactants Cl.[Br:2][C:3]1[CH:16]=[CH:15][C:6]([O:7][CH2:8][CH:9]2[CH2:14][CH2:13][NH:12][CH2:11][CH2:10]2)=[CH:5][CH:4]=1.C([O-])([O-])=O.[K+].[K+].O.[CH3:24][C:25]1([CH3:28])[CH2:27][O:26]1, predict the reaction product. The product is: [Br:2][C:3]1[CH:4]=[CH:5][C:6]([O:7][CH2:8][CH:9]2[CH2:10][CH2:11][N:12]([CH2:24][C:25]([CH3:28])([OH:26])[CH3:27])[CH2:13][CH2:14]2)=[CH:15][CH:16]=1. (8) The product is: [CH3:1][O:2][C:3](=[O:27])[CH2:4][C:5]1[CH:6]=[C:7]([C:13]2[CH:18]=[CH:17][C:16]([C:19]([F:21])([F:20])[F:22])=[CH:15][C:14]=2[CH2:23][N:24]([C:29]([O:31][CH2:32][C:33]2[CH:34]=[C:35]([F:40])[CH:36]=[C:37]([F:39])[CH:38]=2)=[O:30])[CH2:25][CH3:26])[C:8]([O:11][CH3:12])=[CH:9][CH:10]=1. Given the reactants [CH3:1][O:2][C:3](=[O:27])[CH2:4][C:5]1[CH:6]=[C:7]([C:13]2[CH:18]=[CH:17][C:16]([C:19]([F:22])([F:21])[F:20])=[CH:15][C:14]=2[CH2:23][NH:24][CH2:25][CH3:26])[C:8]([O:11][CH3:12])=[CH:9][CH:10]=1.Cl[C:29]([O:31][CH2:32][C:33]1[CH:38]=[C:37]([F:39])[CH:36]=[C:35]([F:40])[CH:34]=1)=[O:30], predict the reaction product. (9) Given the reactants [Cl:1][C:2]1[CH:3]=[C:4]([N:14]([CH2:21][C:22]2[CH:27]=[CH:26][C:25]([O:28][CH3:29])=[CH:24][CH:23]=2)[C:15]2[CH:20]=[CH:19][CH:18]=[CH:17][CH:16]=2)[C:5]2[N:6]([C:8]([C:11](O)=[O:12])=[CH:9][N:10]=2)[N:7]=1.[CH:30]([C:33]1[O:37][N:36]=[C:35]([C:38]2[CH:39]=[C:40]([CH:42]=[CH:43][CH:44]=2)[NH2:41])[N:34]=1)([CH3:32])[CH3:31].C(N(CC)C(C)C)(C)C.F[B-](F)(F)F.N1(OC(N(C)C)=[N+](C)C)C2C=CC=CC=2N=N1.C([O-])(O)=O.[Na+], predict the reaction product. The product is: [Cl:1][C:2]1[CH:3]=[C:4]([N:14]([CH2:21][C:22]2[CH:27]=[CH:26][C:25]([O:28][CH3:29])=[CH:24][CH:23]=2)[C:15]2[CH:16]=[CH:17][CH:18]=[CH:19][CH:20]=2)[C:5]2[N:6]([C:8]([C:11]([NH:41][C:40]3[CH:42]=[CH:43][CH:44]=[C:38]([C:35]4[N:34]=[C:33]([CH:30]([CH3:32])[CH3:31])[O:37][N:36]=4)[CH:39]=3)=[O:12])=[CH:9][N:10]=2)[N:7]=1.